From a dataset of Full USPTO retrosynthesis dataset with 1.9M reactions from patents (1976-2016). Predict the reactants needed to synthesize the given product. Given the product [CH3:19][O:20][CH:21]([O:24][CH3:25])[CH2:22][NH:23][C:12](=[O:18])[C:13]([NH:10][CH2:9][C:6]1[CH:7]=[CH:8][C:3]([O:2][CH3:1])=[CH:4][CH:5]=1)=[O:14], predict the reactants needed to synthesize it. The reactants are: [CH3:1][O:2][C:3]1[CH:8]=[CH:7][C:6]([CH2:9][NH2:10])=[CH:5][CH:4]=1.Cl[C:12](=[O:18])[C:13](OCC)=[O:14].[CH3:19][O:20][CH:21]([O:24][CH3:25])[CH2:22][NH2:23].C(N(CC)C(C)C)(C)C.C([O-])(O)=O.[Na+].